From a dataset of Peptide-MHC class II binding affinity with 134,281 pairs from IEDB. Regression. Given a peptide amino acid sequence and an MHC pseudo amino acid sequence, predict their binding affinity value. This is MHC class II binding data. The peptide sequence is ESLHNPYPDYHWLRT. The MHC is DRB1_0401 with pseudo-sequence DRB1_0401. The binding affinity (normalized) is 0.0855.